Dataset: Catalyst prediction with 721,799 reactions and 888 catalyst types from USPTO. Task: Predict which catalyst facilitates the given reaction. (1) Reactant: [ClH:1].[NH2:2][C@H:3]1[C@H:10]([OH:11])[C@@H:9]([OH:12])[C@H:8]([CH2:13][OH:14])[O:7][C@H:4]1[O:5]C. Product: [ClH:1].[OH:5][CH:4]1[O:7][C@@H:8]([CH2:13][OH:14])[C@H:9]([OH:12])[C@@H:10]([OH:11])[C@@H:3]1[NH2:2]. The catalyst class is: 33. (2) Reactant: [N:1]([CH2:4][C:5]1[CH:10]=[CH:9][CH:8]=[CH:7][CH:6]=1)=[C:2]=[S:3].[CH2:11]([N:18]1[CH2:23][CH:22]2[CH:24]([CH2:25][OH:26])[CH:19]1[CH2:20][CH2:21]2)[C:12]1[CH:17]=[CH:16][CH:15]=[CH:14][CH:13]=1. Product: [CH2:4]([NH:1][C:2](=[S:3])[O:26][CH2:25][CH:24]1[CH:22]2[CH2:21][CH2:20][CH:19]1[N:18]([CH2:11][C:12]1[CH:13]=[CH:14][CH:15]=[CH:16][CH:17]=1)[CH2:23]2)[C:5]1[CH:10]=[CH:9][CH:8]=[CH:7][CH:6]=1. The catalyst class is: 7. (3) Product: [Cl:23][C:24]1[N:54]=[CH:53][C:27]2[N:28]=[C:29]([CH3:52])[N:30]([C:33]3[CH:38]=[CH:37][C:36]([O:39][CH2:40][CH2:41][CH2:42][N:43]4[CH2:48][CH2:47][CH2:46][C@H:45]([CH3:49])[CH2:44]4)=[CH:35][C:34]=3[O:50][CH3:51])[C:31](=[O:32])[C:26]=2[CH:25]=1. Reactant: ClC1N=CC2N=C(C)N(C3C=CC(O)=CC=3OC)C(=O)C=2C=1.[Cl:23][C:24]1[N:54]=[CH:53][C:27]2[N:28]=[C:29]([CH3:52])[N:30]([C:33]3[CH:38]=[CH:37][C:36]([O:39][CH2:40][CH2:41][CH2:42][N:43]4[CH2:48][CH2:47][CH2:46][C@H:45]([CH3:49])[CH2:44]4)=[CH:35][C:34]=3[O:50][CH3:51])[C:31](=[O:32])[C:26]=2[CH:25]=1.C[C@H]1CCCN(CCCO)C1.C1(P(C2C=CC=CC=2)C2C=CC=CC=2)C=CC=CC=1.N(C(OC(C)C)=O)=NC(OC(C)C)=O. The catalyst class is: 7. (4) Reactant: [NH2:1][C:2]1[CH:35]=[CH:34][C:5]([O:6][CH2:7][CH2:8][N:9]2[C:13]([NH:14][C:15]([C:28]3[CH:33]=[CH:32][CH:31]=[CH:30][CH:29]=3)([C:22]3[CH:27]=[CH:26][CH:25]=[CH:24][CH:23]=3)[C:16]3[CH:21]=[CH:20][CH:19]=[CH:18][CH:17]=3)=[CH:12][CH:11]=[N:10]2)=[CH:4][CH:3]=1.[CH3:36][C:37]1[CH:45]=[CH:44][C:40]([C:41](O)=[O:42])=[C:39]([N:46]2[CH2:51][CH2:50][CH:49]([CH3:52])[CH2:48][CH2:47]2)[CH:38]=1.O.ON1C2C=CC=CC=2N=N1.Cl.CN(C)CCCN=C=NCC. Product: [CH3:36][C:37]1[CH:45]=[CH:44][C:40]([C:41]([NH:1][C:2]2[CH:35]=[CH:34][C:5]([O:6][CH2:7][CH2:8][N:9]3[C:13]([NH:14][C:15]([C:28]4[CH:33]=[CH:32][CH:31]=[CH:30][CH:29]=4)([C:22]4[CH:23]=[CH:24][CH:25]=[CH:26][CH:27]=4)[C:16]4[CH:21]=[CH:20][CH:19]=[CH:18][CH:17]=4)=[CH:12][CH:11]=[N:10]3)=[CH:4][CH:3]=2)=[O:42])=[C:39]([N:46]2[CH2:51][CH2:50][CH:49]([CH3:52])[CH2:48][CH2:47]2)[CH:38]=1. The catalyst class is: 289. (5) Reactant: F[C:2]1[CH:7]=[CH:6][CH:5]=[CH:4][C:3]=1[N+:8]([O-:10])=[O:9].[CH3:11][N:12]1[CH2:17][CH2:16][N:15]([CH2:18][CH2:19][CH2:20][NH2:21])[CH2:14][CH2:13]1.C(N(C(C)C)CC)(C)C. Product: [CH3:11][N:12]1[CH2:17][CH2:16][N:15]([CH2:18][CH2:19][CH2:20][NH:21][C:6]2[CH:5]=[CH:4][C:3]([N+:8]([O-:10])=[O:9])=[CH:2][CH:7]=2)[CH2:14][CH2:13]1. The catalyst class is: 12. (6) Reactant: Br[C:2]1[CH:7]=[CH:6][CH:5]=[C:4]([Br:8])[N:3]=1.C([Li])CCC.[CH:14]([N:16]1[CH2:21][CH2:20][N:19]([C:22]([O:24][C:25]([CH3:28])([CH3:27])[CH3:26])=[O:23])[CH2:18][CH2:17]1)=[O:15]. Product: [Br:8][C:4]1[N:3]=[C:2]([CH:14]([OH:15])[N:16]2[CH2:17][CH2:18][N:19]([C:22]([O:24][C:25]([CH3:27])([CH3:26])[CH3:28])=[O:23])[CH2:20][CH2:21]2)[CH:7]=[CH:6][CH:5]=1. The catalyst class is: 7. (7) Reactant: [CH3:1][C:2]1[N:7]=[C:6]([CH2:8][C:9]([C:11]2[CH:12]=[C:13]3[C:18](=[CH:19][CH:20]=2)[N:17]=[CH:16][CH:15]=[N:14]3)=[O:10])[CH:5]=[CH:4][CH:3]=1.[N:21]([O-])=[O:22].[Na+].O. Product: [CH3:1][C:2]1[N:7]=[C:6]([C:8](=[N:21][OH:22])[C:9]([C:11]2[CH:12]=[C:13]3[C:18](=[CH:19][CH:20]=2)[N:17]=[CH:16][CH:15]=[N:14]3)=[O:10])[CH:5]=[CH:4][CH:3]=1. The catalyst class is: 33. (8) Reactant: [C:1]1([C:9]2[CH:14]=[CH:13][CH:12]=[CH:11][CH:10]=2)[CH:6]=[CH:5][C:4]([CH2:7]O)=[CH:3][CH:2]=1.[Br-:15].[Li+].O. Product: [Br:15][CH2:7][C:4]1[CH:5]=[CH:6][C:1]([C:9]2[CH:14]=[CH:13][CH:12]=[CH:11][CH:10]=2)=[CH:2][CH:3]=1. The catalyst class is: 3. (9) Reactant: [NH:1]1[CH:5]=[C:4]([C:6]([OH:8])=[O:7])[CH:3]=[N:2]1.C1(C)C=CC(S(O)(=O)=O)=CC=1.[CH2:20]1[CH2:25][O:24][CH:23]=[CH:22][CH2:21]1.C([O-])(O)=O.[Na+]. Product: [O:24]1[CH2:25][CH2:20][CH2:21][CH2:22][CH:23]1[N:1]1[CH:5]=[C:4]([C:6]([OH:8])=[O:7])[CH:3]=[N:2]1. The catalyst class is: 3.